From a dataset of Full USPTO retrosynthesis dataset with 1.9M reactions from patents (1976-2016). Predict the reactants needed to synthesize the given product. (1) Given the product [CH:21]1([C:24]2[N:8]([C:9]3[CH:14]=[CH:13][CH:12]=[CH:11][C:10]=3[O:15][C:16]([F:19])([F:17])[F:18])[C:7]3=[N:6][C:5]([OH:20])=[CH:4][CH:3]=[C:2]3[N:1]=2)[CH2:23][CH2:22]1, predict the reactants needed to synthesize it. The reactants are: [NH2:1][C:2]1[CH:3]=[CH:4][C:5]([OH:20])=[N:6][C:7]=1[NH:8][C:9]1[CH:14]=[CH:13][CH:12]=[CH:11][C:10]=1[O:15][C:16]([F:19])([F:18])[F:17].[CH:21]1([CH:24]=O)[CH2:23][CH2:22]1. (2) Given the product [Cl:32][C:26]1[CH:27]=[C:28]([Cl:31])[CH:29]=[CH:30][C:25]=1[CH2:24][N:17]1[C:18]2[C:23](=[CH:22][CH:21]=[CH:20][CH:19]=2)[C:15]([CH2:14][CH2:13][C:12]2[NH:5][CH2:6][CH2:7][N:8]=2)=[CH:16]1, predict the reactants needed to synthesize it. The reactants are: C[Al](C)C.[NH2:5][CH2:6][CH2:7][NH2:8].C(O[C:12](=O)[CH2:13][CH2:14][C:15]1[C:23]2[C:18](=[CH:19][CH:20]=[CH:21][CH:22]=2)[N:17]([CH2:24][C:25]2[CH:30]=[CH:29][C:28]([Cl:31])=[CH:27][C:26]=2[Cl:32])[CH:16]=1)C.O. (3) Given the product [C:1]1([C:7]2[O:11][N:10]=[C:9]([N:12]3[CH2:16][CH2:15][C@H:14]([NH2:17])[CH2:13]3)[N:8]=2)[CH:2]=[CH:3][CH:4]=[CH:5][CH:6]=1, predict the reactants needed to synthesize it. The reactants are: [C:1]1([C:7]2[O:11][N:10]=[C:9]([N:12]3[CH2:16][CH2:15][C@H:14]([NH:17]C(=O)OC(C)(C)C)[CH2:13]3)[N:8]=2)[CH:6]=[CH:5][CH:4]=[CH:3][CH:2]=1.FC(F)(F)C(O)=O.